Predict the product of the given reaction. From a dataset of Forward reaction prediction with 1.9M reactions from USPTO patents (1976-2016). (1) Given the reactants COC(C1C=C(O)C2C(=C(OCC3C=CC=CC=3)C=CC=2Br)N=1)=O.[CH3:25][O:26][C:27]([C:29]1[C:38]([Br:39])=[C:37]([OH:40])[C:36]2[C:31](=[C:32]([O:41]CC3C=CC=CC=3)[CH:33]=[CH:34][CH:35]=2)[N:30]=1)=[O:28], predict the reaction product. The product is: [CH3:25][O:26][C:27]([C:29]1[C:38]([Br:39])=[C:37]([OH:40])[C:36]2[C:31](=[C:32]([OH:41])[CH:33]=[CH:34][CH:35]=2)[N:30]=1)=[O:28]. (2) Given the reactants C(NC(C)C)(C)C.C([Li])CCC.[Br:13][C:14]1[CH:15]=[N:16][CH:17]=[C:18]([Cl:20])[CH:19]=1.Cl[C:22](OC)=[O:23].[H-].[Al+3].[Li+].[H-].[H-].[H-], predict the reaction product. The product is: [Br:13][C:14]1[CH:15]=[N:16][CH:17]=[C:18]([Cl:20])[C:19]=1[CH2:22][OH:23]. (3) Given the reactants [Cl:1][C:2]1[CH:3]=[C:4]([NH2:8])[CH:5]=[N:6][CH:7]=1.C[Al](C)C.[F:13][C:14]1[CH:19]=[CH:18][C:17]([N:20]2[C:24]([CH3:25])=[C:23]([C:26](OCC)=[O:27])[N:22]=[N:21]2)=[CH:16][CH:15]=1.CO, predict the reaction product. The product is: [Cl:1][C:2]1[CH:3]=[C:4]([NH:8][C:26]([C:23]2[N:22]=[N:21][N:20]([C:17]3[CH:18]=[CH:19][C:14]([F:13])=[CH:15][CH:16]=3)[C:24]=2[CH3:25])=[O:27])[CH:5]=[N:6][CH:7]=1. (4) Given the reactants [C:1]1(=[O:26])[C:5]2[C:6]3[C:24]4[CH:23]=[CH:22][CH:21]=[CH:20][C:19]=4[NH:18][C:7]=3[CH2:8][C:9]3[NH:10][C:11]4[C:16]([C:17]=3[C:4]=2[C:3](=[O:25])[NH:2]1)=[CH:15][CH:14]=[CH:13][CH:12]=4, predict the reaction product. The product is: [C:3]1(=[O:25])[CH:4]2[C:17]3[C:16]4[CH:15]=[CH:14][CH:13]=[CH:12][C:11]=4[NH:10][C:9]=3[CH2:8][C:7]3[NH:18][C:19]4[C:24]([C:6]=3[CH:5]2[C:1](=[O:26])[NH:2]1)=[CH:23][CH:22]=[CH:21][CH:20]=4. (5) Given the reactants [Cl:1][C:2]1[C:3]([CH3:10])=[C:4]([O:8][CH3:9])[CH:5]=[CH:6][CH:7]=1.[Br:11]N1C(=O)CCC1=O, predict the reaction product. The product is: [Cl:1][C:2]1[CH:7]=[CH:6][CH:5]=[C:4]([O:8][CH3:9])[C:3]=1[CH2:10][Br:11]. (6) Given the reactants [Li+].[OH-].CC[O:5][C:6]([CH:8]1[CH2:13][N:12]([C:14]([O:16][C:17]([CH3:20])([CH3:19])[CH3:18])=[O:15])[C:11]2[CH:21]=[C:22]([Cl:29])[C:23]([NH:25][C:26](=[O:28])[CH3:27])=[CH:24][C:10]=2[O:9]1)=[O:7], predict the reaction product. The product is: [C:17]([O:16][C:14]([N:12]1[C:11]2[CH:21]=[C:22]([Cl:29])[C:23]([NH:25][C:26](=[O:28])[CH3:27])=[CH:24][C:10]=2[O:9][CH:8]([C:6]([OH:7])=[O:5])[CH2:13]1)=[O:15])([CH3:18])([CH3:19])[CH3:20].